This data is from NCI-60 drug combinations with 297,098 pairs across 59 cell lines. The task is: Regression. Given two drug SMILES strings and cell line genomic features, predict the synergy score measuring deviation from expected non-interaction effect. (1) Drug 1: C1CC(=O)NC(=O)C1N2CC3=C(C2=O)C=CC=C3N. Drug 2: CCC(=C(C1=CC=CC=C1)C2=CC=C(C=C2)OCCN(C)C)C3=CC=CC=C3.C(C(=O)O)C(CC(=O)O)(C(=O)O)O. Cell line: K-562. Synergy scores: CSS=9.95, Synergy_ZIP=-2.17, Synergy_Bliss=3.34, Synergy_Loewe=-4.13, Synergy_HSA=0.435. (2) Drug 1: CCCS(=O)(=O)NC1=C(C(=C(C=C1)F)C(=O)C2=CNC3=C2C=C(C=N3)C4=CC=C(C=C4)Cl)F. Drug 2: C1CCN(CC1)CCOC2=CC=C(C=C2)C(=O)C3=C(SC4=C3C=CC(=C4)O)C5=CC=C(C=C5)O. Cell line: MOLT-4. Synergy scores: CSS=6.21, Synergy_ZIP=3.27, Synergy_Bliss=3.30, Synergy_Loewe=0.0879, Synergy_HSA=0.581. (3) Drug 1: CCCCCOC(=O)NC1=NC(=O)N(C=C1F)C2C(C(C(O2)C)O)O. Drug 2: CC1=C(C(=O)C2=C(C1=O)N3CC4C(C3(C2COC(=O)N)OC)N4)N. Cell line: A498. Synergy scores: CSS=18.8, Synergy_ZIP=-13.2, Synergy_Bliss=-8.33, Synergy_Loewe=-19.5, Synergy_HSA=-6.31.